Dataset: Reaction yield outcomes from USPTO patents with 853,638 reactions. Task: Predict the reaction yield, written as a fraction of the theoretical maximum amount of product (1.0 means a 100% yield; for example, 0.34 means a 34% yield). (1) The reactants are [Cl:1][C:2]1[CH:10]=[CH:9][CH:8]=[C:7]2[C:3]=1[C:4]([C:16]1[C:24]([OH:25])=[CH:23][C:19]3[O:20][CH2:21][O:22][C:18]=3[CH:17]=1)([CH2:14]O)[C:5](=[O:13])[N:6]2CO.C(P(CCCC)CCCC)CCC.N(C(OC(C)(C)C)=O)=NC(OC(C)(C)C)=O.[OH-].[NH4+]. The catalyst is O1CCCC1. The product is [Cl:1][C:2]1[CH:10]=[CH:9][CH:8]=[C:7]2[C:3]=1[C:4]1([C:16]3=[CH:17][C:18]4[O:22][CH2:21][O:20][C:19]=4[CH:23]=[C:24]3[O:25][CH2:14]1)[C:5](=[O:13])[NH:6]2. The yield is 0.310. (2) The catalyst is C(O)(C)(C)C.C1(C)C=CC=CC=1.C([O-])(=O)C.[Pd+2].C([O-])(=O)C. The reactants are [CH3:1][O:2][C:3]1[CH:8]=[CH:7][C:6]([NH2:9])=[CH:5][CH:4]=1.C1(P(C2CCCCC2)C2C=CC=CC=2C2C(C(C)C)=CC(C(C)C)=CC=2C(C)C)CCCCC1.C(=O)([O-])[O-].[Cs+].[Cs+].FC(F)(F)S(O[C:56]1[CH:57]=[C:58]2[C:63](=[CH:64][CH:65]=1)[CH2:62][CH:61]([C:66]([O:68][CH3:69])=[O:67])[CH2:60][CH2:59]2)(=O)=O. The yield is 0.850. The product is [CH3:1][O:2][C:3]1[CH:8]=[CH:7][C:6]([NH:9][C:56]2[CH:57]=[C:58]3[C:63](=[CH:64][CH:65]=2)[CH2:62][CH:61]([C:66]([O:68][CH3:69])=[O:67])[CH2:60][CH2:59]3)=[CH:5][CH:4]=1. (3) The reactants are [NH:1]1[CH2:7][CH2:6][CH2:5][C:4](=[O:8])[CH2:3][CH2:2]1.[C:9]([O:13][C:14](O[C:14]([O:13][C:9]([CH3:12])([CH3:11])[CH3:10])=[O:15])=[O:15])([CH3:12])([CH3:11])[CH3:10].C(=O)([O-])[O-].[Na+].[Na+]. The catalyst is O1CCOCC1.O. The product is [C:9]([O:13][C:14]([N:1]1[CH2:7][CH2:6][CH2:5][C:4](=[O:8])[CH2:3][CH2:2]1)=[O:15])([CH3:12])([CH3:11])[CH3:10]. The yield is 0.997. (4) The catalyst is C(N(CC)CC)C.[Cu]I.Cl[Pd](Cl)([P](C1C=CC=CC=1)(C1C=CC=CC=1)C1C=CC=CC=1)[P](C1C=CC=CC=1)(C1C=CC=CC=1)C1C=CC=CC=1. The product is [CH2:1]([O:3][C:4]1([C:7]2[CH:12]=[CH:11][C:10]([C:13]#[C:14][C:26]3[CH:27]=[CH:28][C:23]([C:22]([O:21][CH2:19][CH3:20])=[O:30])=[CH:24][CH:25]=3)=[CH:9][C:8]=2[C:15]([CH3:17])([CH3:16])[CH3:18])[CH2:6][CH2:5]1)[CH3:2]. The yield is 0.730. The reactants are [CH2:1]([O:3][C:4]1([C:7]2[CH:12]=[CH:11][C:10]([C:13]#[CH:14])=[CH:9][C:8]=2[C:15]([CH3:18])([CH3:17])[CH3:16])[CH2:6][CH2:5]1)[CH3:2].[CH2:19]([O:21][C:22](=[O:30])[C:23]1[CH:28]=[CH:27][C:26](I)=[CH:25][CH:24]=1)[CH3:20]. (5) The reactants are [Cl:1][C:2]1[C:3]([O:16][C:17]2[CH:18]=[N:19][C:20]([CH:24]3[CH2:26][CH2:25]3)=[C:21]([Cl:23])[CH:22]=2)=[CH:4][C:5]([F:15])=[C:6]([CH:14]=1)[C:7]([O:9]C(C)(C)C)=[O:8].FC(F)(F)C(O)=O. The catalyst is ClCCl. The product is [Cl:1][C:2]1[C:3]([O:16][C:17]2[CH:18]=[N:19][C:20]([CH:24]3[CH2:25][CH2:26]3)=[C:21]([Cl:23])[CH:22]=2)=[CH:4][C:5]([F:15])=[C:6]([CH:14]=1)[C:7]([OH:9])=[O:8]. The yield is 0.970. (6) The yield is 0.830. The reactants are C([O:3][C:4](=[O:21])[CH2:5][CH2:6][C:7]([C:9]1[CH:10]=[C:11]([C:15]2[CH:20]=[CH:19][CH:18]=[CH:17][CH:16]=2)[CH:12]=[CH:13][CH:14]=1)=[O:8])C.O[Li].O. The catalyst is O1CCCC1.O. The product is [C:11]1([C:15]2[CH:16]=[CH:17][CH:18]=[CH:19][CH:20]=2)[CH:12]=[CH:13][CH:14]=[C:9]([C:7](=[O:8])[CH2:6][CH2:5][C:4]([OH:21])=[O:3])[CH:10]=1. (7) The reactants are [C:1]([NH:4][CH:5]([CH2:60][C:61]1[CH:66]=[CH:65][C:64]([OH:67])=[CH:63][CH:62]=1)[C:6]([NH:8][CH:9]([CH2:52][C:53]1[CH:58]=[CH:57][C:56]([F:59])=[CH:55][CH:54]=1)[C:10]([N:12]1[CH2:17][C:16](=[O:18])[N:15]([CH2:19][CH2:20][C:21]2[CH:30]=[CH:29][C:28]3[C:23](=[CH:24][CH:25]=[CH:26][CH:27]=3)[CH:22]=2)[CH2:14][CH:13]1[CH2:31][CH2:32][CH2:33][NH:34][C:35]([NH:44]C(OC(C)(C)C)=O)=[N:36]C(OC(C)(C)C)=O)=[O:11])=[O:7])(=[O:3])[CH3:2].FC(F)(F)C(O)=O. The catalyst is ClCCl. The product is [C:1]([NH:4][CH:5]([CH2:60][C:61]1[CH:62]=[CH:63][C:64]([OH:67])=[CH:65][CH:66]=1)[C:6]([NH:8][CH:9]([CH2:52][C:53]1[CH:58]=[CH:57][C:56]([F:59])=[CH:55][CH:54]=1)[C:10]([N:12]1[CH2:17][C:16](=[O:18])[N:15]([CH2:19][CH2:20][C:21]2[CH:30]=[CH:29][C:28]3[C:23](=[CH:24][CH:25]=[CH:26][CH:27]=3)[CH:22]=2)[CH2:14][CH:13]1[CH2:31][CH2:32][CH2:33][NH:34][C:35]([NH2:44])=[NH:36])=[O:11])=[O:7])(=[O:3])[CH3:2]. The yield is 0.860. (8) The reactants are O[CH2:2][CH:3]1[N:8]([C:9](=[O:18])[NH:10][C:11]2[CH:16]=[CH:15][CH:14]=[C:13]([CH3:17])[CH:12]=2)[CH2:7][CH2:6][N:5]([C:19]([O:21][C:22]([CH3:25])([CH3:24])[CH3:23])=[O:20])[CH2:4]1.C1(P(C2C=CC=CC=2)C2C=CC=CC=2)C=CC=CC=1.N(C(OCC)=O)=NC(OCC)=O.C1(C)C=CC=CC=1.O. The catalyst is CN(C)C=O. The product is [CH3:17][C:13]1[CH:12]=[C:11]([N:10]2[CH2:2][CH:3]3[CH2:4][N:5]([C:19]([O:21][C:22]([CH3:23])([CH3:24])[CH3:25])=[O:20])[CH2:6][CH2:7][N:8]3[C:9]2=[O:18])[CH:16]=[CH:15][CH:14]=1. The yield is 0.970. (9) The reactants are ClC1C(C(F)(F)F)=CN=C(NC2C=CC(CP(=O)(OCC)OCC)=CC=2)N=1.Cl[C:29]1[N:34]=[C:33]([Cl:35])[C:32]([C:36]([F:39])([F:38])[F:37])=[CH:31][N:30]=1.[NH2:40][C:41]1[CH:42]=[CH:43][C:44]([CH2:49][P:50](=[O:57])([O:54][CH2:55][CH3:56])[O:51][CH2:52][CH3:53])=[N:45][C:46]=1[O:47][CH3:48]. No catalyst specified. The product is [Cl:35][C:33]1[C:32]([C:36]([F:39])([F:38])[F:37])=[CH:31][N:30]=[C:29]([NH:40][C:41]2[CH:42]=[CH:43][C:44]([CH2:49][P:50](=[O:57])([O:54][CH2:55][CH3:56])[O:51][CH2:52][CH3:53])=[N:45][C:46]=2[O:47][CH3:48])[N:34]=1. The yield is 0.610.